From a dataset of Peptide-MHC class II binding affinity with 134,281 pairs from IEDB. Regression. Given a peptide amino acid sequence and an MHC pseudo amino acid sequence, predict their binding affinity value. This is MHC class II binding data. The peptide sequence is IDLNVLLSAAINFFL. The MHC is DRB1_0101 with pseudo-sequence DRB1_0101. The binding affinity (normalized) is 0.284.